From a dataset of Full USPTO retrosynthesis dataset with 1.9M reactions from patents (1976-2016). Predict the reactants needed to synthesize the given product. (1) Given the product [C:19]([O:23][C:24]([N:26]1[CH2:31][CH2:30][CH:29]([C:32](=[O:33])[NH:1][C:2]2[S:3][C:4]3[C:10]([N:11]4[CH2:16][CH2:15][O:14][CH2:13][CH2:12]4)=[CH:9][CH:8]=[C:7]([O:17][CH3:18])[C:5]=3[N:6]=2)[CH2:28][CH2:27]1)=[O:25])([CH3:22])([CH3:21])[CH3:20], predict the reactants needed to synthesize it. The reactants are: [NH2:1][C:2]1[S:3][C:4]2[C:10]([N:11]3[CH2:16][CH2:15][O:14][CH2:13][CH2:12]3)=[CH:9][CH:8]=[C:7]([O:17][CH3:18])[C:5]=2[N:6]=1.[C:19]([O:23][C:24]([N:26]1[CH2:31][CH2:30][CH:29]([C:32](Cl)=[O:33])[CH2:28][CH2:27]1)=[O:25])([CH3:22])([CH3:21])[CH3:20]. (2) Given the product [CH2:10]([C:8]1[O:9][C:5]2[CH:4]=[CH:3][C:2]([NH:1][S:21]([CH3:20])(=[O:23])=[O:22])=[CH:14][C:6]=2[CH:7]=1)[CH2:11][CH2:12][CH3:13], predict the reactants needed to synthesize it. The reactants are: [NH2:1][C:2]1[CH:3]=[CH:4][C:5]2[O:9][C:8]([CH2:10][CH2:11][CH2:12][CH3:13])=[CH:7][C:6]=2[CH:14]=1.O1CCCC1.[CH3:20][S:21](Cl)(=[O:23])=[O:22].N.